This data is from Forward reaction prediction with 1.9M reactions from USPTO patents (1976-2016). The task is: Predict the product of the given reaction. (1) Given the reactants [Cl:1][CH2:2][CH2:3][CH2:4][NH:5][C:6]1[C:15]2[C:10](=[CH:11][CH:12]=[CH:13][CH:14]=2)[N:9]=[CH:8][C:7]=1[NH2:16].[C:17](OCC)(OCC)(OCC)[CH2:18][CH3:19].Cl.N1C=CC=CC=1, predict the reaction product. The product is: [Cl:1][CH2:2][CH2:3][CH2:4][N:5]1[C:6]2[C:15]3[CH:14]=[CH:13][CH:12]=[CH:11][C:10]=3[N:9]=[CH:8][C:7]=2[N:16]=[C:17]1[CH2:18][CH3:19]. (2) Given the reactants [CH2:1]([N:8]1[C:12]([C:13]2[CH:18]=[CH:17][CH:16]=[CH:15][CH:14]=2)=[C:11]([C:19]2[CH2:24][CH2:23][CH2:22][CH2:21][CH:20]=2)[C:10]2[CH:25]=[C:26]([C:28]([O:30][CH3:31])=[O:29])[S:27][C:9]1=2)[C:2]1[CH:7]=[CH:6][CH:5]=[CH:4][CH:3]=1.C([SiH](CC)CC)C, predict the reaction product. The product is: [CH2:1]([N:8]1[C:12]([C:13]2[CH:18]=[CH:17][CH:16]=[CH:15][CH:14]=2)=[C:11]([CH:19]2[CH2:20][CH2:21][CH2:22][CH2:23][CH2:24]2)[C:10]2[CH:25]=[C:26]([C:28]([O:30][CH3:31])=[O:29])[S:27][C:9]1=2)[C:2]1[CH:3]=[CH:4][CH:5]=[CH:6][CH:7]=1. (3) The product is: [CH2:1]([O:3][C:4]([C:6]1[N:11]=[C:10]([CH3:21])[C:9]2[N:13]=[C:14]([C:16]([CH3:19])([CH3:18])[CH3:17])[S:15][C:8]=2[C:7]=1[OH:20])=[O:5])[CH3:2]. Given the reactants [CH2:1]([O:3][C:4]([C:6]1[N:11]=[C:10](Br)[C:9]2[N:13]=[C:14]([C:16]([CH3:19])([CH3:18])[CH3:17])[S:15][C:8]=2[C:7]=1[OH:20])=[O:5])[CH3:2].[CH3:21][Sn](C)(C)C, predict the reaction product. (4) The product is: [CH3:13][N:14]1[C:4]([OH:3])=[CH:5][C:6]([C:7]([F:10])([F:9])[F:8])=[N:15]1. Given the reactants C([O:3][C:4](=O)[CH2:5][C:6](=O)[C:7]([F:10])([F:9])[F:8])C.[CH3:13][NH:14][NH2:15].Cl, predict the reaction product.